Dataset: Forward reaction prediction with 1.9M reactions from USPTO patents (1976-2016). Task: Predict the product of the given reaction. (1) Given the reactants [NH2:1][C:2]1[N:3]=[N:4][N:5]([CH2:7][CH2:8][CH3:9])[N:6]=1.[C:10]1([CH:16]([C:20]2[CH:25]=[CH:24][CH:23]=[CH:22][CH:21]=2)[C:17](Cl)=[O:18])[CH:15]=[CH:14][CH:13]=[CH:12][CH:11]=1, predict the reaction product. The product is: [C:20]1([CH:16]([C:10]2[CH:11]=[CH:12][CH:13]=[CH:14][CH:15]=2)[C:17]([NH:1][C:2]2[N:3]=[N:4][N:5]([CH2:7][CH2:8][CH3:9])[N:6]=2)=[O:18])[CH:21]=[CH:22][CH:23]=[CH:24][CH:25]=1. (2) Given the reactants [CH:1]1([C:7]([CH3:12])=[CH:8][C:9](O)=O)[CH2:6][CH2:5][CH2:4][CH2:3][CH2:2]1.CC(C)=CC[C@H]1O[C@@]1([C@@H]1[C@]2(OC2)CC[C@@H](OC(/C=C/C=C/C=C/C=C/C(O)=O)=O)[C@H]1OC)C.[N+:46]([C:49]1[CH:50]=[C:51]([C:56]2[CH:61]=[CH:60][CH:59]=[CH:58][C:57]=2[C:62]([F:65])([F:64])[F:63])[CH:52]=[CH:53][C:54]=1[NH2:55])([O-])=O, predict the reaction product. The product is: [CH:1]1(/[C:7](/[CH3:12])=[CH:8]/[C:9]2[NH:55][C:54]3[CH:53]=[CH:52][C:51]([C:56]4[CH:61]=[CH:60][CH:59]=[CH:58][C:57]=4[C:62]([F:63])([F:64])[F:65])=[CH:50][C:49]=3[N:46]=2)[CH2:6][CH2:5][CH2:4][CH2:3][CH2:2]1. (3) Given the reactants [F:1][C:2]1[CH:7]=[CH:6][C:5]([CH2:8][CH:9]([C:13]2[CH:18]=[CH:17][C:16]([S:19]([CH3:22])(=[O:21])=[O:20])=[CH:15][CH:14]=2)[C:10]([OH:12])=O)=[CH:4][CH:3]=1.[CH3:23][S:24][C:25]1[N:26]=[CH:27][C:28]([NH2:31])=[N:29][CH:30]=1.CCN=C=NCCCN(C)C.Cl, predict the reaction product. The product is: [F:1][C:2]1[CH:3]=[CH:4][C:5]([CH2:8][CH:9]([C:13]2[CH:14]=[CH:15][C:16]([S:19]([CH3:22])(=[O:20])=[O:21])=[CH:17][CH:18]=2)[C:10]([NH:31][C:28]2[CH:27]=[N:26][C:25]([S:24][CH3:23])=[CH:30][N:29]=2)=[O:12])=[CH:6][CH:7]=1. (4) Given the reactants C([N:4]1[CH:12]=[N:11][C:10]2[C:5]1=[N:6][C:7](N)=[N:8][C:9]=2[Cl:13])(=O)C.[Br:15][Si](C)(C)C.N(OCCC(C)C)=O, predict the reaction product. The product is: [Br:15][C:7]1[N:6]=[C:5]2[C:10]([NH:11][CH:12]=[N:4]2)=[C:9]([Cl:13])[N:8]=1. (5) The product is: [OH:4][CH2:5][C:6]1[N:10]([C:11]2[CH:16]=[CH:15][C:14]([C:17]#[N:18])=[C:13]([O:19][C:20]([F:23])([F:22])[F:21])[CH:12]=2)[N:9]=[N:8][N:7]=1. Given the reactants C([O:4][CH2:5][C:6]1[N:10]([C:11]2[CH:16]=[CH:15][C:14]([C:17]#[N:18])=[C:13]([O:19][C:20]([F:23])([F:22])[F:21])[CH:12]=2)[N:9]=[N:8][N:7]=1)(=O)C.[OH-].[Li+], predict the reaction product.